This data is from Catalyst prediction with 721,799 reactions and 888 catalyst types from USPTO. The task is: Predict which catalyst facilitates the given reaction. (1) Reactant: [CH3:1][O:2][C:3]1[CH:8]=[CH:7][C:6]([O:9][CH2:10][CH:11]2[O:13][CH2:12]2)=[CH:5][CH:4]=1.[CH2:14]([NH:21][CH2:22][C:23]1[CH:28]=[CH:27][CH:26]=[CH:25][CH:24]=1)[C:15]1[CH:20]=[CH:19][CH:18]=[CH:17][CH:16]=1. Product: [CH2:22]([N:21]([CH2:14][C:15]1[CH:20]=[CH:19][CH:18]=[CH:17][CH:16]=1)[CH2:12][CH:11]([OH:13])[CH2:10][O:9][C:6]1[CH:5]=[CH:4][C:3]([O:2][CH3:1])=[CH:8][CH:7]=1)[C:23]1[CH:28]=[CH:27][CH:26]=[CH:25][CH:24]=1. The catalyst class is: 8. (2) Reactant: [CH3:1][C:2]1[CH:3]=[CH:4][C:5]([C:18]([NH:20][C:21]2[CH:26]=[CH:25][C:24]([NH:27][CH2:28][CH2:29][C:30]3[N:35]=[C:34]([NH:36]C(=O)OC(C)(C)C)[CH:33]=[CH:32][CH:31]=3)=[CH:23][CH:22]=2)=[O:19])=[C:6]([C:8]2[CH:13]=[CH:12][C:11]([C:14]([F:17])([F:16])[F:15])=[CH:10][CH:9]=2)[CH:7]=1.FC(F)(F)C(O)=O. Product: [NH2:36][C:34]1[N:35]=[C:30]([CH2:29][CH2:28][NH:27][C:24]2[CH:23]=[CH:22][C:21]([NH:20][C:18]([C:5]3[C:6]([C:8]4[CH:9]=[CH:10][C:11]([C:14]([F:17])([F:15])[F:16])=[CH:12][CH:13]=4)=[CH:7][C:2]([CH3:1])=[CH:3][CH:4]=3)=[O:19])=[CH:26][CH:25]=2)[CH:31]=[CH:32][CH:33]=1. The catalyst class is: 4. (3) Reactant: [N+:1]([C:4]1[CH:5]=[C:6]2[C:10](=[CH:11][CH:12]=1)[C:9](=[O:13])[NH:8][C:7]2=[O:14])([O-:3])=[O:2].C([O-])([O-])=O.[K+].[K+].Br[CH2:22][C:23]([O:25][CH3:26])=[O:24].CCO. Product: [N+:1]([C:4]1[CH:5]=[C:6]2[C:10](=[CH:11][CH:12]=1)[C:9](=[O:13])[N:8]([CH2:22][C:23]([O:25][CH3:26])=[O:24])[C:7]2=[O:14])([O-:3])=[O:2]. The catalyst class is: 3. (4) Reactant: [NH2:1][CH2:2][C:3]1[CH:8]=[C:7]([OH:9])[C:6]([O:10][CH2:11][CH2:12][CH3:13])=[CH:5][N:4]=1.CO[CH:16]=[C:17]1[C:26]2[C:21](=[CH:22][CH:23]=[C:24]([C:27]3[O:28][CH:29]=[CH:30][CH:31]=3)[CH:25]=2)[C:20](=[O:32])[NH:19][C:18]1=[O:33]. Product: [O:28]1[CH:29]=[CH:30][CH:31]=[C:27]1[C:24]1[CH:25]=[C:26]2[C:21](=[CH:22][CH:23]=1)[C:20](=[O:32])[NH:19][C:18](=[O:33])[C:17]2=[CH:16][NH:1][CH2:2][C:3]1[CH:8]=[C:7]([OH:9])[C:6]([O:10][CH2:11][CH2:12][CH3:13])=[CH:5][N:4]=1. The catalyst class is: 9. (5) Reactant: [F:1][C:2]([F:36])([F:35])[C:3]1[CH:4]=[C:5]([C:16]2[O:20][N:19]=[C:18]([C:21]3[CH:29]=[CH:28][CH:27]=[C:26]4[C:22]=3[CH2:23][CH2:24][N:25]4[CH2:30][CH2:31][C:32]([NH2:34])=[O:33])[N:17]=2)[CH:6]=[CH:7][C:8]=1[O:9][CH:10]([CH3:15])[C:11]([F:14])([F:13])[F:12]. Product: [F:36][C:2]([F:1])([F:35])[C:3]1[CH:4]=[C:5]([C:16]2[O:20][N:19]=[C:18]([C:21]3[CH:29]=[CH:28][CH:27]=[C:26]4[C:22]=3[CH:23]=[CH:24][N:25]4[CH2:30][CH2:31][C:32]([NH2:34])=[O:33])[N:17]=2)[CH:6]=[CH:7][C:8]=1[O:9][CH:10]([CH3:15])[C:11]([F:12])([F:14])[F:13]. The catalyst class is: 428.